Dataset: TCR-epitope binding with 47,182 pairs between 192 epitopes and 23,139 TCRs. Task: Binary Classification. Given a T-cell receptor sequence (or CDR3 region) and an epitope sequence, predict whether binding occurs between them. The epitope is RAKFKQLL. Result: 0 (the TCR does not bind to the epitope). The TCR CDR3 sequence is CASSTGVSGANVLTF.